This data is from Forward reaction prediction with 1.9M reactions from USPTO patents (1976-2016). The task is: Predict the product of the given reaction. (1) Given the reactants [Cl:1][C:2]1[C:7]([N+:8]([O-:10])=[O:9])=[C:6](Cl)[CH:5]=[CH:4][N:3]=1.[NH3:12], predict the reaction product. The product is: [NH2:12][C:6]1[CH:5]=[CH:4][N:3]=[C:2]([Cl:1])[C:7]=1[N+:8]([O-:10])=[O:9]. (2) The product is: [F:1][C:2]1[C:7]([OH:8])=[CH:6][CH:5]=[CH:4][C:3]=1[C:13]1[N:18]=[C:17]([C:19]2[CH:24]=[CH:23][CH:22]=[C:21]([NH:25][C:26]([CH:28]3[CH2:33][CH2:32][CH2:31][NH:30][CH2:29]3)=[O:27])[CH:20]=2)[CH:16]=[C:15]([N:34]2[CH2:39][CH2:38][O:37][CH2:36][CH2:35]2)[N:14]=1. Given the reactants [F:1][C:2]1[C:7]([OH:8])=[CH:6][CH:5]=[CH:4][C:3]=1B(O)O.Cl[C:13]1[N:18]=[C:17]([C:19]2[CH:24]=[CH:23][CH:22]=[C:21]([NH:25][C:26]([CH:28]3[CH2:33][CH2:32][CH2:31][NH:30][CH2:29]3)=[O:27])[CH:20]=2)[CH:16]=[C:15]([N:34]2[CH2:39][CH2:38][O:37][CH2:36][CH2:35]2)[N:14]=1.C(=O)([O-])[O-].[Na+].[Na+], predict the reaction product. (3) Given the reactants [F:1][C:2]([F:35])([F:34])[C:3]1[CH:4]=[C:5]([CH:27]=[C:28]([C:30]([F:33])([F:32])[F:31])[CH:29]=1)[C:6]([N:8]1[CH2:13][CH2:12][C:11](=O)[CH2:10][CH:9]1[CH2:15][C:16]1[CH:21]=[C:20]([C:22]([F:25])([F:24])[F:23])[CH:19]=[C:18]([F:26])[CH:17]=1)=[O:7].[CH3:36][C:37]1[CH:42]=[CH:41][CH:40]=[C:39]([CH3:43])[C:38]=1[NH:44][C:45](=[O:53])[CH2:46][N:47]1[CH2:52][CH2:51][NH:50][CH2:49][CH2:48]1.S1C=CC=C1, predict the reaction product. The product is: [F:32][C:30]([F:31])([F:33])[C:28]1[CH:27]=[C:5]([CH:4]=[C:3]([C:2]([F:35])([F:1])[F:34])[CH:29]=1)[C:6]([N:8]1[CH2:13][CH2:12][C@H:11]([N:50]2[CH2:51][CH2:52][N:47]([CH2:46][C:45]([NH:44][C:38]3[C:39]([CH3:43])=[CH:40][CH:41]=[CH:42][C:37]=3[CH3:36])=[O:53])[CH2:48][CH2:49]2)[CH2:10][C@@H:9]1[CH2:15][C:16]1[CH:21]=[C:20]([C:22]([F:24])([F:23])[F:25])[CH:19]=[C:18]([F:26])[CH:17]=1)=[O:7].[F:32][C:30]([F:31])([F:33])[C:28]1[CH:27]=[C:5]([CH:4]=[C:3]([C:2]([F:35])([F:1])[F:34])[CH:29]=1)[C:6]([N:8]1[CH2:13][CH2:12][C@@H:11]([N:50]2[CH2:51][CH2:52][N:47]([CH2:46][C:45]([NH:44][C:38]3[C:39]([CH3:43])=[CH:40][CH:41]=[CH:42][C:37]=3[CH3:36])=[O:53])[CH2:48][CH2:49]2)[CH2:10][C@@H:9]1[CH2:15][C:16]1[CH:21]=[C:20]([C:22]([F:24])([F:23])[F:25])[CH:19]=[C:18]([F:26])[CH:17]=1)=[O:7].